Dataset: Catalyst prediction with 721,799 reactions and 888 catalyst types from USPTO. Task: Predict which catalyst facilitates the given reaction. (1) Reactant: [CH3:1][N:2]1[C:10]2[C:5](=[CH:6][CH:7]=[CH:8][C:9]=2[OH:11])[CH:4]=[CH:3]1.I[CH2:13][C:14]([O:16][CH2:17][CH3:18])=[O:15].C(=O)([O-])[O-].[K+].[K+]. Product: [CH2:17]([O:16][C:14](=[O:15])[CH2:13][O:11][C:9]1[CH:8]=[CH:7][CH:6]=[C:5]2[C:10]=1[N:2]([CH3:1])[CH:3]=[CH:4]2)[CH3:18]. The catalyst class is: 3. (2) Reactant: Cl[CH2:2][C:3]([C:7]1[CH:12]=[C:11]([F:13])[CH:10]=[C:9]([F:14])[CH:8]=1)([OH:6])[CH2:4]Cl.C(=O)(O)[O-].[Na+].[CH:20]([NH2:24])([CH2:22][CH3:23])[CH3:21]. Product: [CH:20]([N:24]1[CH2:4][C:3]([C:7]2[CH:12]=[C:11]([F:13])[CH:10]=[C:9]([F:14])[CH:8]=2)([OH:6])[CH2:2]1)([CH2:22][CH3:23])[CH3:21]. The catalyst class is: 10.